This data is from Forward reaction prediction with 1.9M reactions from USPTO patents (1976-2016). The task is: Predict the product of the given reaction. (1) Given the reactants Br[C:2]1[CH:20]=[CH:19][C:5]([CH2:6][O:7][CH:8]([CH2:15][CH:16]([CH3:18])[CH3:17])[C:9]([NH:11][CH2:12][C:13]#[N:14])=[O:10])=[CH:4][CH:3]=1.[C:21]([O:25][C:26]([N:28]1[CH2:33][CH2:32][N:31]([C:34]2[CH:39]=[CH:38][C:37](B(O)O)=[CH:36][CH:35]=2)[CH2:30][CH2:29]1)=[O:27])([CH3:24])([CH3:23])[CH3:22].C(=O)([O-])[O-].[Na+].[Na+].ClCCl, predict the reaction product. The product is: [C:13]([CH2:12][NH:11][C:9]([CH:8]([O:7][CH2:6][C:5]1[CH:19]=[CH:20][C:2]([C:37]2[CH:36]=[CH:35][C:34]([N:31]3[CH2:30][CH2:29][N:28]([C:26]([O:25][C:21]([CH3:24])([CH3:23])[CH3:22])=[O:27])[CH2:33][CH2:32]3)=[CH:39][CH:38]=2)=[CH:3][CH:4]=1)[CH2:15][CH:16]([CH3:18])[CH3:17])=[O:10])#[N:14]. (2) Given the reactants Cl[C:2]1[N:12]=[C:11]2[C:5]([N:6]([CH3:21])[C:7](=[O:20])[C:8]([CH3:19])([CH3:18])[CH2:9][N:10]2[CH:13]2[CH2:17][CH2:16][CH2:15][CH2:14]2)=[CH:4][N:3]=1.[NH2:22][C:23]1[CH:31]=[CH:30][C:26]([C:27]([OH:29])=[O:28])=[CH:25][C:24]=1[O:32][CH3:33].O.Cl, predict the reaction product. The product is: [CH:13]1([N:10]2[CH2:9][C:8]([CH3:19])([CH3:18])[C:7](=[O:20])[N:6]([CH3:21])[C:5]3[C:11]2=[N:12][C:2]([NH:22][C:23]2[CH:31]=[CH:30][C:26]([C:27]([OH:29])=[O:28])=[CH:25][C:24]=2[O:32][CH3:33])=[N:3][CH:4]=3)[CH2:17][CH2:16][CH2:15][CH2:14]1. (3) Given the reactants [C:1]([O:5][C:6]([N:8]1[CH2:12][C:11](=O)[CH2:10][C@H:9]1[C:14]([N:16]1[CH2:20][CH2:19][S:18][CH2:17]1)=[O:15])=[O:7])([CH3:4])([CH3:3])[CH3:2].C1(P(=[CH:40][C:41]([O:43][CH3:44])=[O:42])(C2C=CC=CC=2)C2C=CC=CC=2)C=CC=CC=1, predict the reaction product. The product is: [C:1]([O:5][C:6]([N:8]1[CH2:12][C:11](=[CH:40][C:41]([O:43][CH3:44])=[O:42])[CH2:10][C@H:9]1[C:14]([N:16]1[CH2:20][CH2:19][S:18][CH2:17]1)=[O:15])=[O:7])([CH3:4])([CH3:3])[CH3:2]. (4) The product is: [NH2:14][C:13]1[N:9]([CH2:8][CH2:7][F:6])[N:10]=[CH:11][C:12]=1[NH:15][C:24](=[O:23])[CH2:25][CH2:26][NH:27][C:28](=[O:34])[O:29][C:30]([CH3:31])([CH3:32])[CH3:33]. Given the reactants S(O)(O)(=O)=O.[F:6][CH2:7][CH2:8][N:9]1[C:13]([NH2:14])=[C:12]([NH2:15])[CH:11]=[N:10]1.O=C1CCC(=O)N1[O:23][C:24](=O)[CH2:25][CH2:26][NH:27][C:28](=[O:34])[O:29][C:30]([CH3:33])([CH3:32])[CH3:31].C(=O)([O-])O.[Na+].[Cl-].[Na+], predict the reaction product. (5) Given the reactants [CH2:1]([N:8]1[C:12]2([CH2:17][CH2:16][N:15]([C:18](=[O:33])[C:19]3[CH:24]=[C:23]([C:25]([F:28])([F:27])[F:26])[CH:22]=[C:21]([C:29]([F:32])([F:31])[F:30])[CH:20]=3)[CH2:14][CH2:13]2)[C:11](=[O:34])[NH:10][CH2:9]1)[C:2]1[CH:7]=[CH:6][CH:5]=[CH:4][CH:3]=1.[Cl:35][CH2:36][CH2:37][N:38]1[CH2:42][CH2:41][CH2:40][CH2:39]1, predict the reaction product. The product is: [ClH:35].[CH2:1]([N:8]1[C:12]2([CH2:17][CH2:16][N:15]([C:18](=[O:33])[C:19]3[CH:20]=[C:21]([C:29]([F:32])([F:31])[F:30])[CH:22]=[C:23]([C:25]([F:26])([F:27])[F:28])[CH:24]=3)[CH2:14][CH2:13]2)[C:11](=[O:34])[N:10]([CH2:36][CH2:37][N:38]2[CH2:42][CH2:41][CH2:40][CH2:39]2)[CH2:9]1)[C:2]1[CH:3]=[CH:4][CH:5]=[CH:6][CH:7]=1.